This data is from Full USPTO retrosynthesis dataset with 1.9M reactions from patents (1976-2016). The task is: Predict the reactants needed to synthesize the given product. (1) Given the product [CH3:1][N:2]1[C:6]([CH3:8])([CH3:7])[C:5](=[O:9])[NH:4][C:3]1=[O:10].[CH2:6]([C:5]([NH2:4])=[O:9])[CH2:7][CH2:14][CH2:15][CH2:16][CH3:17], predict the reactants needed to synthesize it. The reactants are: [CH3:1][N:2]1[C:6]([CH3:8])([CH3:7])[C:5](=[O:9])[NH:4][C:3]1=[O:10].N([CH2:14][CH2:15][CH2:16][CH2:17]CC)=C=O. (2) Given the product [CH3:22][O:21][CH2:20][CH2:19][O:11][C:8]1[CH:7]=[CH:6][C:5]([O:4][CH2:3][O:2][CH3:1])=[CH:10][N:9]=1, predict the reactants needed to synthesize it. The reactants are: [CH3:1][O:2][CH2:3][O:4][C:5]1[CH:6]=[CH:7][C:8]([OH:11])=[N:9][CH:10]=1.C([O-])([O-])=O.[K+].[K+].Br[CH2:19][CH2:20][O:21][CH3:22]. (3) Given the product [NH2:14][C:13]1[C:9]2[S:8][C:6]3[C:5]([C:10]=2[N:11]([C:21]([O:20][C:17]([CH3:19])([CH3:18])[CH3:16])=[O:22])[N:12]=1)=[C:4]([CH3:15])[CH:3]=[C:2]([CH3:1])[N:7]=3, predict the reactants needed to synthesize it. The reactants are: [CH3:1][C:2]1[N:7]=[C:6]2[S:8][C:9]3[C:13]([NH2:14])=[N:12][NH:11][C:10]=3[C:5]2=[C:4]([CH3:15])[CH:3]=1.[CH3:16][C:17]([O:20][C:21](O[C:21]([O:20][C:17]([CH3:19])([CH3:18])[CH3:16])=[O:22])=[O:22])([CH3:19])[CH3:18]. (4) Given the product [Br:1][C:2]1[CH:7]=[CH:6][C:5]([NH:8][C:30]([C:19]2[N:20]([CH2:22][O:23][CH2:24][CH2:25][Si:26]([CH3:29])([CH3:28])[CH3:27])[CH:21]=[C:17]([C:15]#[N:16])[N:18]=2)=[O:31])=[C:4]([C:9]2[CH2:14][CH2:13][CH2:12][CH2:11][CH:10]=2)[CH:3]=1, predict the reactants needed to synthesize it. The reactants are: [Br:1][C:2]1[CH:7]=[CH:6][C:5]([NH2:8])=[C:4]([C:9]2[CH2:14][CH2:13][CH2:12][CH2:11][CH:10]=2)[CH:3]=1.[C:15]([C:17]1[N:18]=[C:19]([C:30]([O-])=[O:31])[N:20]([CH2:22][O:23][CH2:24][CH2:25][Si:26]([CH3:29])([CH3:28])[CH3:27])[CH:21]=1)#[N:16].[K+].C1CN([P+](Br)(N2CCCC2)N2CCCC2)CC1.F[P-](F)(F)(F)(F)F.C(N(CC)C(C)C)(C)C.